From a dataset of Forward reaction prediction with 1.9M reactions from USPTO patents (1976-2016). Predict the product of the given reaction. (1) Given the reactants [NH2:1][C:2]1[CH:11]=[C:10]2[C:5]([CH:6]=[CH:7][CH:8]=[N:9]2)=[CH:4][CH:3]=1.[CH3:12][N:13]([CH3:32])[S:14]([C:17]1[CH:18]=[C:19]([C:23]2[CH:28]=[CH:27][C:26]([C:29](O)=[O:30])=[CH:25][CH:24]=2)[CH:20]=[CH:21][CH:22]=1)(=[O:16])=[O:15], predict the reaction product. The product is: [CH3:12][N:13]([CH3:32])[S:14]([C:17]1[CH:18]=[C:19]([C:23]2[CH:28]=[CH:27][C:26]([C:29]([NH:1][C:2]3[CH:11]=[C:10]4[C:5]([CH:6]=[CH:7][CH:8]=[N:9]4)=[CH:4][CH:3]=3)=[O:30])=[CH:25][CH:24]=2)[CH:20]=[CH:21][CH:22]=1)(=[O:15])=[O:16]. (2) Given the reactants [CH3:1][O:2][C:3]([C:6]1[CH:11]=[C:10]([Sn](CCCC)(CCCC)CCCC)[CH:9]=[CH:8][N:7]=1)([CH3:5])[CH3:4].Br[C:26]1[C:34]2[C:29](=[CH:30][CH:31]=[C:32]([N+:35]([O-:37])=[O:36])[CH:33]=2)[N:28]([C:38]([C:51]2[CH:56]=[CH:55][CH:54]=[CH:53][CH:52]=2)([C:45]2[CH:50]=[CH:49][CH:48]=[CH:47][CH:46]=2)[C:39]2[CH:44]=[CH:43][CH:42]=[CH:41][CH:40]=2)[N:27]=1.[F-].[Cs+], predict the reaction product. The product is: [CH3:1][O:2][C:3]([C:6]1[CH:11]=[C:10]([C:26]2[C:34]3[C:29](=[CH:30][CH:31]=[C:32]([N+:35]([O-:37])=[O:36])[CH:33]=3)[N:28]([C:38]([C:51]3[CH:56]=[CH:55][CH:54]=[CH:53][CH:52]=3)([C:39]3[CH:40]=[CH:41][CH:42]=[CH:43][CH:44]=3)[C:45]3[CH:50]=[CH:49][CH:48]=[CH:47][CH:46]=3)[N:27]=2)[CH:9]=[CH:8][N:7]=1)([CH3:4])[CH3:5].